The task is: Predict which catalyst facilitates the given reaction.. This data is from Catalyst prediction with 721,799 reactions and 888 catalyst types from USPTO. (1) Reactant: [C:1]([O:5][C:6]([NH:8][CH:9]([C:11]1[CH:12]=[C:13]([CH:17]=[CH:18][CH:19]=1)[C:14](O)=[O:15])[CH3:10])=[O:7])([CH3:4])([CH3:3])[CH3:2].B.CSC. Product: [OH:15][CH2:14][C:13]1[CH:12]=[C:11]([CH:9]([NH:8][C:6](=[O:7])[O:5][C:1]([CH3:4])([CH3:3])[CH3:2])[CH3:10])[CH:19]=[CH:18][CH:17]=1. The catalyst class is: 1. (2) Reactant: [C:1]([C:5]1[CH:6]=[C:7]2[C:12](=[C:13]([F:15])[CH:14]=1)[C:11](=[O:16])[N:10]([C:17]1[C:18]([CH2:42][OH:43])=[C:19]([N:23]3[C:27]4=[N:28][C:29]([N:32]5[CH2:37][CH2:36][S:35](=[O:39])(=[O:38])[CH2:34][CH2:33]5)=[CH:30][CH:31]=[C:26]4[C:25]([C:40]#[N:41])=[CH:24]3)[CH:20]=[CH:21][CH:22]=1)[N:9]=[CH:8]2)([CH3:4])([CH3:3])[CH3:2].C([OH:46])C. Product: [C:1]([C:5]1[CH:6]=[C:7]2[C:12](=[C:13]([F:15])[CH:14]=1)[C:11](=[O:16])[N:10]([C:17]1[C:18]([CH2:42][OH:43])=[C:19]([N:23]3[C:27]4=[N:28][C:29]([N:32]5[CH2:33][CH2:34][S:35](=[O:38])(=[O:39])[CH2:36][CH2:37]5)=[CH:30][CH:31]=[C:26]4[C:25]([C:40]([NH2:41])=[O:46])=[CH:24]3)[CH:20]=[CH:21][CH:22]=1)[N:9]=[CH:8]2)([CH3:4])([CH3:2])[CH3:3]. The catalyst class is: 6. (3) Reactant: [Br:1][C:2]1[CH:3]=[C:4]([F:11])[C:5]([OH:10])=[C:6]([CH:9]=1)[CH:7]=[O:8].C(=O)([O-])[O-].[K+].[K+].Br[CH2:19][C:20]([O:22]C)=[O:21]. Product: [Br:1][C:2]1[CH:9]=[C:6]([CH:7]=[O:8])[C:5]([O:10][CH2:19][C:20]([OH:22])=[O:21])=[C:4]([F:11])[CH:3]=1. The catalyst class is: 10. (4) Product: [CH3:43][C:32]1[CH:31]=[C:30]([S:29][CH2:2][CH2:3][CH:4]([C:9]2[O:10][C:11]3[CH:18]=[C:17]([C:19]([F:22])([F:21])[F:20])[CH:16]=[CH:15][C:12]=3[C:13]=2[CH3:14])[CH2:5][CH2:6][CH2:7][CH3:8])[CH:35]=[CH:34][C:33]=1[O:36][CH2:37][C:38]([O:40][CH2:41][CH3:42])=[O:39]. Reactant: Br[CH2:2][CH2:3][CH:4]([C:9]1[O:10][C:11]2[CH:18]=[C:17]([C:19]([F:22])([F:21])[F:20])[CH:16]=[CH:15][C:12]=2[C:13]=1[CH3:14])[CH2:5][CH2:6][CH2:7][CH3:8].C(=O)([O-])[O-].[Cs+].[Cs+].[SH:29][C:30]1[CH:35]=[CH:34][C:33]([O:36][CH2:37][C:38]([O:40][CH2:41][CH3:42])=[O:39])=[C:32]([CH3:43])[CH:31]=1. The catalyst class is: 23. (5) Reactant: I[C:2]1[CH:3]=[C:4]([Br:11])[CH:5]=[C:6]([CH:10]=1)[C:7]([OH:9])=[O:8].[OH-:12].[Na+]. Product: [Br:11][C:4]1[CH:5]=[C:6]([CH:10]=[C:2]([OH:12])[CH:3]=1)[C:7]([OH:9])=[O:8]. The catalyst class is: 6. (6) Reactant: [CH2:1]([N:5]([CH2:8][CH:9]([CH3:11])[CH3:10])[CH:6]=O)[CH:2]([CH3:4])[CH3:3].P(Cl)(Cl)(Cl)=O.[Cl:17][C:18]1[N:19]=[C:20]2[CH:25]=[CH:24][C:23]([Cl:26])=[N:22][N:21]2[C:27]=1[S:28]([NH2:31])(=[O:30])=[O:29].C(N(CC)CC)C.C(=O)(O)[O-].[Na+]. Product: [Cl:17][C:18]1[N:19]=[C:20]2[CH:25]=[CH:24][C:23]([Cl:26])=[N:22][N:21]2[C:27]=1[S:28]([N:31]=[CH:6][N:5]([CH2:8][CH:9]([CH3:11])[CH3:10])[CH2:1][CH:2]([CH3:4])[CH3:3])(=[O:30])=[O:29]. The catalyst class is: 22. (7) Reactant: [CH2:1]([O:3][C:4](=[O:21])[CH2:5][C:6]1[CH:11]=[CH:10][CH:9]=[C:8]([NH:12][CH2:13]C(OC(C)(C)C)=O)[N:7]=1)[CH3:2].Cl.O1CCOCC1. Product: [CH2:1]([O:3][C:4](=[O:21])[CH2:5][C:6]1[CH:11]=[CH:10][CH:9]=[C:8]([NH:12][CH3:13])[N:7]=1)[CH3:2]. The catalyst class is: 12.